From a dataset of Retrosynthesis with 50K atom-mapped reactions and 10 reaction types from USPTO. Predict the reactants needed to synthesize the given product. (1) The reactants are: CC[O-].COc1c(Cl)cc2c(Cl)nc(Cl)nc2c1OC. Given the product CCOc1nc(Cl)nc2c(OC)c(OC)c(Cl)cc12, predict the reactants needed to synthesize it. (2) Given the product COc1cc(NS(=O)(=O)N2CCN(CC(=O)O)CC2)nc(S(=O)(=O)Cc2cccc(F)c2F)n1, predict the reactants needed to synthesize it. The reactants are: CCOC(=O)CN1CCN(S(=O)(=O)Nc2cc(OC)nc(S(=O)(=O)Cc3cccc(F)c3F)n2)CC1.